This data is from Forward reaction prediction with 1.9M reactions from USPTO patents (1976-2016). The task is: Predict the product of the given reaction. (1) Given the reactants [NH2:1][C:2]1[C@:6]2([CH2:11][CH2:10][N:9]([C:12]([O:14][CH2:15][C:16]3[CH:21]=[CH:20][CH:19]=[CH:18][CH:17]=3)=[O:13])[C@@H:8]([CH3:22])[CH2:7]2)[N:5]([C:23]2[CH:28]=[CH:27][CH:26]=[C:25]([F:29])[CH:24]=2)[C:4](=[O:30])[N:3]=1.[CH3:31]N, predict the reaction product. The product is: [F:29][C:25]1[CH:24]=[C:23]([N:5]2[C@@:6]3([CH2:11][CH2:10][N:9]([C:12]([O:14][CH2:15][C:16]4[CH:21]=[CH:20][CH:19]=[CH:18][CH:17]=4)=[O:13])[C@@H:8]([CH3:22])[CH2:7]3)[C:2]([NH:1][CH3:31])=[N:3][C:4]2=[O:30])[CH:28]=[CH:27][CH:26]=1. (2) Given the reactants [CH2:1]([NH2:6])[C:2]([CH3:5])([CH3:4])[CH3:3].[Br:7][C:8]1[C:9](Cl)=[N:10][C:11]([Cl:14])=[N:12][CH:13]=1, predict the reaction product. The product is: [Br:7][C:8]1[C:9]([NH:6][CH2:1][C:2]([CH3:5])([CH3:4])[CH3:3])=[N:10][C:11]([Cl:14])=[N:12][CH:13]=1. (3) Given the reactants C[O:2][C:3]([C:5]1[C:6]([C:24]2[CH:29]=[CH:28][C:27]([C:30](O)=[O:31])=[CH:26][CH:25]=2)=[CH:7][CH:8]=[C:9]([C:11]2[S:12][CH:13]=[C:14]([C:16]3[CH:21]=[CH:20][C:19]([Cl:22])=[C:18]([Cl:23])[CH:17]=3)[N:15]=2)[CH:10]=1)=[O:4].[CH3:33][O:34][C:35]1[CH:36]=[C:37]([CH:40]=[CH:41][CH:42]=1)[CH2:38][NH2:39], predict the reaction product. The product is: [Cl:23][C:18]1[CH:17]=[C:16]([C:14]2[N:15]=[C:11]([C:9]3[CH:10]=[C:5]([C:3]([OH:2])=[O:4])[C:6]([C:24]4[CH:25]=[CH:26][C:27]([C:30](=[O:31])[NH:39][CH2:38][C:37]5[CH:40]=[CH:41][CH:42]=[C:35]([O:34][CH3:33])[CH:36]=5)=[CH:28][CH:29]=4)=[CH:7][CH:8]=3)[S:12][CH:13]=2)[CH:21]=[CH:20][C:19]=1[Cl:22].